Dataset: Full USPTO retrosynthesis dataset with 1.9M reactions from patents (1976-2016). Task: Predict the reactants needed to synthesize the given product. (1) Given the product [C:1]([O:5][C:6](=[O:22])[NH:7][C:8]1[CH:13]=[C:12]([CH2:14][CH2:15][CH3:16])[C:11]([C:17]([F:20])([F:19])[F:18])=[CH:10][C:9]=1[NH:21][C:28](=[O:27])[CH2:29][C:30]([C:32]1[CH:37]=[CH:36][CH:35]=[C:34]([C:38]2[CH:43]=[CH:42][N:41]=[C:40]([CH3:44])[CH:39]=2)[CH:33]=1)=[O:31])([CH3:2])([CH3:3])[CH3:4], predict the reactants needed to synthesize it. The reactants are: [C:1]([O:5][C:6](=[O:22])[NH:7][C:8]1[CH:13]=[C:12]([CH2:14][CH2:15][CH3:16])[C:11]([C:17]([F:20])([F:19])[F:18])=[CH:10][C:9]=1[NH2:21])([CH3:4])([CH3:3])[CH3:2].C([O:27][C:28](=O)[CH2:29][C:30]([C:32]1[CH:37]=[CH:36][CH:35]=[C:34]([C:38]2[CH:43]=[CH:42][N:41]=[C:40]([CH3:44])[CH:39]=2)[CH:33]=1)=[O:31])(C)(C)C. (2) Given the product [Cl:31][C:28]1[CH:29]=[CH:30][C:25]([NH:24][C:22](=[O:23])[C:21]2[CH:32]=[C:33]([F:36])[CH:34]=[CH:35][C:20]=2[NH:19][C:17](=[O:18])[C:16]2[CH:37]=[CH:38][C:39]([OH:41])=[CH:40][C:15]=2[O:14][CH:11]2[CH2:12][CH2:13][NH:8][CH2:9][CH2:10]2)=[N:26][CH:27]=1, predict the reactants needed to synthesize it. The reactants are: C(OC([N:8]1[CH2:13][CH2:12][CH:11]([O:14][C:15]2[CH:40]=[C:39]([O:41]COC)[CH:38]=[CH:37][C:16]=2[C:17]([NH:19][C:20]2[CH:35]=[CH:34][C:33]([F:36])=[CH:32][C:21]=2[C:22]([NH:24][C:25]2[CH:30]=[CH:29][C:28]([Cl:31])=[CH:27][N:26]=2)=[O:23])=[O:18])[CH2:10][CH2:9]1)=O)(C)(C)C.Cl. (3) Given the product [O:21]1[CH2:26][CH2:25][N:24]([CH2:27][C:14]([N:8]2[CH2:9][CH2:10][NH:11][CH2:12][CH2:13]2)=[O:16])[CH2:23][CH2:22]1, predict the reactants needed to synthesize it. The reactants are: C(N(CC)CC)C.[N:8]1([C:14]([O:16]C(C)(C)C)=O)[CH2:13][CH2:12][NH:11][CH2:10][CH2:9]1.[O:21]1[CH2:26][CH2:25][N:24]([CH2:27]C(O)=O)[CH2:23][CH2:22]1.F[P-](F)(F)(F)(F)F.N1(OC(N(C)C)=[N+](C)C)C2N=CC=CC=2N=N1.Cl. (4) Given the product [F:6][C:7]1[C:24]([I:26])=[C:23]([F:25])[CH:22]=[CH:21][C:8]=1[CH2:9][O:10][Si:11]([CH:15]([CH3:16])[CH3:17])([CH:18]([CH3:19])[CH3:20])[CH:12]([CH3:13])[CH3:14], predict the reactants needed to synthesize it. The reactants are: [Li]C(CC)C.[F:6][C:7]1[CH:24]=[C:23]([F:25])[CH:22]=[CH:21][C:8]=1[CH2:9][O:10][Si:11]([CH:18]([CH3:20])[CH3:19])([CH:15]([CH3:17])[CH3:16])[CH:12]([CH3:14])[CH3:13].[I:26]I.[O-]S([O-])=O.[Na+].[Na+].